Dataset: Full USPTO retrosynthesis dataset with 1.9M reactions from patents (1976-2016). Task: Predict the reactants needed to synthesize the given product. (1) Given the product [Br:1][C:2]1[CH:7]=[CH:6][C:5]([O:8][CH2:10][CH2:11][CH3:12])=[CH:4][N:3]=1, predict the reactants needed to synthesize it. The reactants are: [Br:1][C:2]1[CH:7]=[CH:6][C:5]([OH:8])=[CH:4][N:3]=1.Br[CH2:10][CH2:11][CH3:12].C([O-])([O-])=O.[K+].[K+]. (2) Given the product [F:16][CH:2]([F:1])[C:3]1[N:4]([CH2:18][C:19]2[N:23]=[C:22]([C:24]3[CH:29]=[CH:28][CH:27]=[C:26]([C:30]([F:33])([F:31])[F:32])[CH:25]=3)[O:21][N:20]=2)[C:5]2[C:10]([CH:11]=1)=[C:9]([C:12]#[N:13])[C:8]([C:14]#[N:15])=[CH:7][CH:6]=2, predict the reactants needed to synthesize it. The reactants are: [F:1][CH:2]([F:16])[C:3]1[NH:4][C:5]2[C:10]([CH:11]=1)=[C:9]([C:12]#[N:13])[C:8]([C:14]#[N:15])=[CH:7][CH:6]=2.Cl[CH2:18][C:19]1[N:23]=[C:22]([C:24]2[CH:29]=[CH:28][CH:27]=[C:26]([C:30]([F:33])([F:32])[F:31])[CH:25]=2)[O:21][N:20]=1. (3) Given the product [CH3:1][N:2]([CH3:7])[S:3]([N:28]1[CH2:27][CH2:26][CH:25]([N:23]2[C:22](=[O:31])[CH2:21][CH2:20][C:19]([C:13]3[CH:14]=[CH:15][C:16]([O:17][CH3:18])=[C:11]([O:10][CH3:9])[CH:12]=3)=[N:24]2)[CH2:30][CH2:29]1)(=[O:5])=[O:4], predict the reactants needed to synthesize it. The reactants are: [CH3:1][N:2]([CH3:7])[S:3](Cl)(=[O:5])=[O:4].Cl.[CH3:9][O:10][C:11]1[CH:12]=[C:13]([C:19]2[CH:20](C)[CH2:21][C:22](=[O:31])[N:23]([CH:25]3[CH2:30][CH2:29][NH:28][CH2:27][CH2:26]3)[N:24]=2)[CH:14]=[CH:15][C:16]=1[O:17][CH3:18].C(N1CCC(N2C(=O)CC(C)C(C3C=CC(OC)=C(OC)C=3)=N2)CC1)(=O)C. (4) The reactants are: [NH2:1][C@@H:2]([C:5]([OH:7])=[O:6])[CH2:3][OH:4].[C:8]([O:16][CH2:17][CH2:18][O:19][C:20](ON1C(=O)CCC1=O)=[O:21])(=[O:15])[C:9]1[CH:14]=[CH:13][CH:12]=[CH:11][CH:10]=1. Given the product [OH:4][CH2:3][C@@H:2]([NH:1][C:20]([O:19][CH2:18][CH2:17][O:16][C:8]([C:9]1[CH:14]=[CH:13][CH:12]=[CH:11][CH:10]=1)=[O:15])=[O:21])[C:5]([OH:7])=[O:6], predict the reactants needed to synthesize it.